From a dataset of Reaction yield outcomes from USPTO patents with 853,638 reactions. Predict the reaction yield, written as a fraction of the theoretical maximum amount of product (1.0 means a 100% yield; for example, 0.34 means a 34% yield). The reactants are [O:1]1[C:5]2([CH2:10][CH2:9][C:8](=[O:11])[CH2:7][CH2:6]2)[O:4][CH2:3][CH2:2]1.[H-].[H-].[H-].[H-].[Li+].[Al+3]. The catalyst is C1COCC1. The product is [O:1]1[C:5]2([CH2:10][CH2:9][CH:8]([OH:11])[CH2:7][CH2:6]2)[O:4][CH2:3][CH2:2]1. The yield is 0.630.